This data is from Forward reaction prediction with 1.9M reactions from USPTO patents (1976-2016). The task is: Predict the product of the given reaction. (1) Given the reactants [C:1]([C:3]1[C:4](=O)[NH:5][CH:6]=[CH:7][C:8]=1[CH3:9])#[N:2].P(Cl)(Cl)(Cl)(Cl)[Cl:12].P(Cl)(Cl)(Cl)=O, predict the reaction product. The product is: [Cl:12][C:4]1[C:3]([C:1]#[N:2])=[C:8]([CH3:9])[CH:7]=[CH:6][N:5]=1. (2) The product is: [O:43]=[C:10]1[C:9]2[C:8]([C:36]#[N:37])=[C:7]([N:1]3[CH2:6][CH2:5][CH2:4][CH2:3][CH2:2]3)[CH:19]=[C:18]([C:20]3[C:33]4[C:34]5=[C:35]6[C:30](=[CH:31][CH:32]=4)[CH:29]=[CH:28][CH:27]=[C:26]6[CH:25]=[CH:24][C:23]5=[CH:22][CH:21]=3)[C:17]=2[C:16]2[C:11]1=[CH:12][CH:13]=[CH:14][CH:15]=2. Given the reactants [N:1]1([C:7]2[CH:19]=[C:18]([C:20]3[C:33]4[C:34]5=[C:35]6[C:30](=[CH:31][CH:32]=4)[CH:29]=[CH:28][CH:27]=[C:26]6[CH:25]=[CH:24][C:23]5=[CH:22][CH:21]=3)[C:17]3[C:16]4[C:11](=[CH:12][CH:13]=[CH:14][CH:15]=4)[CH2:10][C:9]=3[C:8]=2[C:36]#[N:37])[CH2:6][CH2:5][CH2:4][CH2:3][CH2:2]1.[H-].[Na+].C1C[O:43]CC1, predict the reaction product. (3) Given the reactants C[O:2][C:3](=[O:19])[C:4]1[CH:9]=[CH:8][CH:7]=[C:6]([CH2:10][O:11][C:12]2[CH:17]=[CH:16][C:15](I)=[CH:14][CH:13]=2)[CH:5]=1.[F:20][C:21]1[CH:26]=[CH:25][C:24](B(O)O)=[CH:23][N:22]=1, predict the reaction product. The product is: [F:20][C:21]1[N:22]=[CH:23][C:24]([C:15]2[CH:16]=[CH:17][C:12]([O:11][CH2:10][C:6]3[CH:5]=[C:4]([CH:9]=[CH:8][CH:7]=3)[C:3]([OH:2])=[O:19])=[CH:13][CH:14]=2)=[CH:25][CH:26]=1. (4) Given the reactants [F:1][C:2]([F:13])([F:12])[C:3]1[C:4]2[CH2:11][CH2:10][O:9][CH2:8][C:5]=2[NH:6][N:7]=1.Br[C:15]1[CH:20]=[CH:19][C:18]([CH2:21][N:22]2[CH2:26][CH2:25][CH2:24][S:23]2(=[O:28])=[O:27])=[CH:17][CH:16]=1, predict the reaction product. The product is: [O:27]=[S:23]1(=[O:28])[CH2:24][CH2:25][CH2:26][N:22]1[CH2:21][C:18]1[CH:17]=[CH:16][C:15]([N:6]2[C:5]3[CH2:8][O:9][CH2:10][CH2:11][C:4]=3[C:3]([C:2]([F:12])([F:1])[F:13])=[N:7]2)=[CH:20][CH:19]=1. (5) Given the reactants [Cl:1][C:2]1[CH:7]=[CH:6][CH:5]=[CH:4][C:3]=1[C@@H:8]([NH:11][C:12]([C:14]1[CH:15]=[C:16]2[C:20](=[CH:21][CH:22]=1)[NH:19][N:18]=[C:17]2I)=[O:13])[CH2:9][CH3:10].[O:24]1[CH2:27][CH:26]([N:28]2[CH2:33][CH2:32][CH:31]([O:34][C:35]3[CH:40]=[CH:39][C:38](B4OC(C)(C)C(C)(C)O4)=[CH:37][CH:36]=3)[CH2:30][CH2:29]2)[CH2:25]1, predict the reaction product. The product is: [Cl:1][C:2]1[CH:7]=[CH:6][CH:5]=[CH:4][C:3]=1[C@@H:8]([NH:11][C:12]([C:14]1[CH:15]=[C:16]2[C:20](=[CH:21][CH:22]=1)[NH:19][N:18]=[C:17]2[C:38]1[CH:39]=[CH:40][C:35]([O:34][CH:31]2[CH2:30][CH2:29][N:28]([CH:26]3[CH2:27][O:24][CH2:25]3)[CH2:33][CH2:32]2)=[CH:36][CH:37]=1)=[O:13])[CH2:9][CH3:10]. (6) Given the reactants [C:1]([C:3]1C=[CH:13][C:6]([CH2:7][N:8]2[CH:12]=[CH:11][N:10]=[CH:9]2)=[C:5]([CH3:15])[CH:4]=1)#[CH:2].[CH3:16][O:17][C:18](=[O:27])[CH2:19][C:20]1[CH:25]=[CH:24]C(I)=[CH:22][CH:21]=1.CO.[CH3:30][CH2:31]OC(C)=O, predict the reaction product. The product is: [N:8]1([C:7]2[CH:31]=[CH:30][C:4]([C:3]#[C:1][C:2]3[CH:22]=[CH:21][C:20]([CH2:19][C:18]([O:17][CH3:16])=[O:27])=[CH:25][CH:24]=3)=[C:5]([CH3:15])[C:6]=2[CH3:13])[CH:12]=[CH:11][N:10]=[CH:9]1.